From a dataset of Catalyst prediction with 721,799 reactions and 888 catalyst types from USPTO. Predict which catalyst facilitates the given reaction. Reactant: [Cl:1][C:2]1[CH:3]=[C:4]([CH:16]=[CH:17][CH:18]=1)[O:5][CH2:6][C:7]([NH:9][CH:10]1[CH2:15][CH2:14][NH:13][CH2:12][CH2:11]1)=[O:8].[N:19]1[CH:24]=[CH:23][CH:22]=[CH:21][C:20]=1[C:25]1[CH:32]=[CH:31][C:28]([CH:29]=O)=[CH:27][CH:26]=1.[BH-](OC(C)=O)(OC(C)=O)OC(C)=O.[Na+]. Product: [Cl:1][C:2]1[CH:3]=[C:4]([CH:16]=[CH:17][CH:18]=1)[O:5][CH2:6][C:7]([NH:9][CH:10]1[CH2:15][CH2:14][N:13]([CH2:29][C:28]2[CH:27]=[CH:26][C:25]([C:20]3[CH:21]=[CH:22][CH:23]=[CH:24][N:19]=3)=[CH:32][CH:31]=2)[CH2:12][CH2:11]1)=[O:8]. The catalyst class is: 2.